From a dataset of Forward reaction prediction with 1.9M reactions from USPTO patents (1976-2016). Predict the product of the given reaction. (1) Given the reactants [CH3:1][O:2][C:3]1[CH:12]=[C:11]2[C:6]([CH2:7][C:8]([CH3:14])([CH3:13])[N:9]=[CH:10]2)=[CH:5][C:4]=1[OH:15].[BH4-].[Na+].O.Cl, predict the reaction product. The product is: [CH3:1][O:2][C:3]1[CH:12]=[C:11]2[C:6]([CH2:7][C:8]([CH3:13])([CH3:14])[NH:9][CH2:10]2)=[CH:5][C:4]=1[OH:15]. (2) The product is: [Cl:36][C:37]1[CH:38]=[C:39]([CH:43]([NH:46][C:2]2[N:34]=[C:5]3[C:6]([O:32][CH3:33])=[CH:7][C:8]([C:10]([N:12]4[CH:17]([CH2:18][CH2:19][O:20][Si:21]([CH:28]([CH3:30])[CH3:29])([CH:25]([CH3:27])[CH3:26])[CH:22]([CH3:24])[CH3:23])[CH2:16][O:15][CH:14]([CH3:31])[CH2:13]4)=[O:11])=[CH:9][N:4]3[N:3]=2)[CH2:44][F:45])[CH:40]=[CH:41][CH:42]=1. Given the reactants Br[C:2]1[N:34]=[C:5]2[C:6]([O:32][CH3:33])=[CH:7][C:8]([C:10]([N:12]3[CH:17]([CH2:18][CH2:19][O:20][Si:21]([CH:28]([CH3:30])[CH3:29])([CH:25]([CH3:27])[CH3:26])[CH:22]([CH3:24])[CH3:23])[CH2:16][O:15][CH:14]([CH3:31])[CH2:13]3)=[O:11])=[CH:9][N:4]2[N:3]=1.Cl.[Cl:36][C:37]1[CH:38]=[C:39]([CH:43]([NH2:46])[CH2:44][F:45])[CH:40]=[CH:41][CH:42]=1.CC(C)([O-])C.[Na+].C1(P(C2C=CC=CC=2)C2C3OC4C(=CC=CC=4P(C4C=CC=CC=4)C4C=CC=CC=4)C(C)(C)C=3C=CC=2)C=CC=CC=1, predict the reaction product. (3) The product is: [OH:33][NH:34][C:30]([C@@H:25]1[C@H:24]([NH:23][S:20]([C:17]2[CH:18]=[CH:19][C:14]([O:13][CH2:12][C:10]3[C:9]4[C:4](=[CH:5][CH:6]=[CH:7][CH:8]=4)[N:3]=[C:2]([CH3:1])[CH:11]=3)=[CH:15][CH:16]=2)(=[O:22])=[O:21])[CH2:29][CH2:28][N:27]([CH:57]=[O:58])[CH2:26]1)=[O:31]. Given the reactants [CH3:1][C:2]1[CH:11]=[C:10]([CH2:12][O:13][C:14]2[CH:19]=[CH:18][C:17]([S:20]([NH:23][CH:24]3[CH2:29][CH2:28][NH:27][CH2:26][CH:25]3[C:30](O)=[O:31])(=[O:22])=[O:21])=[CH:16][CH:15]=2)[C:9]2[C:4](=[CH:5][CH:6]=[CH:7][CH:8]=2)[N:3]=1.[OH:33][N:34]1C2C=CC=CC=2N=N1.Cl.CN(C)CCCN=C=NCC.NO.[CH:57](O)=[O:58], predict the reaction product. (4) Given the reactants [NH:1]1[C:9]2[C:4](=[C:5]([C:10]3[N:11]=[C:12]([N:22]4[CH2:27][CH2:26][O:25][CH2:24][CH2:23]4)[C:13]4[CH:18]=[C:17]([C:19]([OH:21])=O)[S:16][C:14]=4[N:15]=3)[CH:6]=[CH:7][CH:8]=2)[CH:3]=[N:2]1.[CH3:28][N:29]1[CH2:34][CH2:33][NH:32][CH2:31][CH2:30]1, predict the reaction product. The product is: [NH:1]1[C:9]2[C:4](=[C:5]([C:10]3[N:11]=[C:12]([N:22]4[CH2:23][CH2:24][O:25][CH2:26][CH2:27]4)[C:13]4[CH:18]=[C:17]([C:19]([N:32]5[CH2:33][CH2:34][N:29]([CH3:28])[CH2:30][CH2:31]5)=[O:21])[S:16][C:14]=4[N:15]=3)[CH:6]=[CH:7][CH:8]=2)[CH:3]=[N:2]1. (5) Given the reactants C([O:8][C:9]1[C:10]([Cl:35])=[CH:11][C:12]([Cl:34])=[C:13]([C:15]2[N:23]=[C:22]([Cl:24])[N:21]=[C:20]3[C:16]=2[N:17]=[CH:18][N:19]3[CH2:25][C:26]2[CH:31]=[CH:30][C:29]([O:32][CH3:33])=[CH:28][CH:27]=2)[CH:14]=1)C1C=CC=CC=1.B(Cl)(Cl)Cl, predict the reaction product. The product is: [Cl:35][C:10]1[CH:11]=[C:12]([Cl:34])[C:13]([C:15]2[N:23]=[C:22]([Cl:24])[N:21]=[C:20]3[C:16]=2[N:17]=[CH:18][N:19]3[CH2:25][C:26]2[CH:27]=[CH:28][C:29]([O:32][CH3:33])=[CH:30][CH:31]=2)=[CH:14][C:9]=1[OH:8]. (6) Given the reactants [C:1]([C:5]1[CH:6]=[C:7]([C:19](=[O:21])[CH3:20])[CH:8]=[C:9]([N:13]2[CH2:18][CH2:17][O:16][CH2:15][CH2:14]2)[C:10]=1[O:11][CH3:12])([CH3:4])([CH3:3])[CH3:2].[Br:22]N1C(=O)CCC1=O.CCOCC, predict the reaction product. The product is: [Br:22][CH2:20][C:19]([C:7]1[CH:8]=[C:9]([N:13]2[CH2:14][CH2:15][O:16][CH2:17][CH2:18]2)[C:10]([O:11][CH3:12])=[C:5]([C:1]([CH3:4])([CH3:2])[CH3:3])[CH:6]=1)=[O:21]. (7) Given the reactants [CH2:1]([C:4]1[C:5](Cl)=[N:6][CH:7]=[N:8][C:9]=1[CH3:10])[CH2:2][CH3:3].O.[NH2:13][NH2:14].[CH3:15]CO, predict the reaction product. The product is: [CH3:10][C:9]1[N:8]=[CH:7][N:13]2[N:14]=[CH:15][N:6]=[C:5]2[C:4]=1[CH2:1][CH2:2][CH3:3]. (8) Given the reactants [Cl:1][C:2]1[CH:3]=[C:4]2[C:8](=[CH:9][CH:10]=1)[NH:7][C:6](=[O:11])[C:5]2([C:27]1[CH:32]=[CH:31][CH:30]=[CH:29][C:28]=1[O:33][CH3:34])[CH2:12][C:13](=[O:26])[N:14]1[CH2:19][CH2:18][CH:17]([C:20]2[CH:25]=[CH:24][N:23]=[CH:22][CH:21]=2)[CH2:16][CH2:15]1.[CH3:35][O:36][C:37]1[CH:42]=[C:41]([O:43][C:44]([F:47])([F:46])[F:45])[CH:40]=[CH:39][C:38]=1[S:48](Cl)(=[O:50])=[O:49], predict the reaction product. The product is: [Cl:1][C:2]1[CH:3]=[C:4]2[C:8](=[CH:9][CH:10]=1)[N:7]([S:48]([C:38]1[CH:39]=[CH:40][C:41]([O:43][C:44]([F:45])([F:46])[F:47])=[CH:42][C:37]=1[O:36][CH3:35])(=[O:49])=[O:50])[C:6](=[O:11])[C:5]2([C:27]1[CH:32]=[CH:31][CH:30]=[CH:29][C:28]=1[O:33][CH3:34])[CH2:12][C:13](=[O:26])[N:14]1[CH2:15][CH2:16][CH:17]([C:20]2[CH:21]=[CH:22][N:23]=[CH:24][CH:25]=2)[CH2:18][CH2:19]1.